From a dataset of Full USPTO retrosynthesis dataset with 1.9M reactions from patents (1976-2016). Predict the reactants needed to synthesize the given product. (1) Given the product [C:27]([CH:25]([NH:24][C:23]([C:18]1[CH:17]=[CH:16][C:15]2[C:20](=[CH:21][CH:22]=[C:13]([C:11]3[N:10]([CH:31]4[CH2:36][CH2:35][CH2:34][CH2:33][CH2:32]4)[C:9]4[CH:37]=[CH:38][C:6]([C:4]([OH:3])=[O:5])=[CH:7][C:8]=4[N:12]=3)[CH:14]=2)[N:19]=1)=[O:30])[CH2:26][C:42]1[CH:47]=[CH:46][CH:45]=[CH:44][CH:43]=1)(=[O:29])[NH2:28], predict the reactants needed to synthesize it. The reactants are: C([O:3][C:4]([C:6]1[CH:38]=[CH:37][C:9]2[N:10]([CH:31]3[CH2:36][CH2:35][CH2:34][CH2:33][CH2:32]3)[C:11]([C:13]3[CH:14]=[C:15]4[C:20](=[CH:21][CH:22]=3)[N:19]=[C:18]([C:23](=[O:30])[NH:24][CH:25]([C:27](=[O:29])[NH2:28])[CH3:26])[CH:17]=[CH:16]4)=[N:12][C:8]=2[CH:7]=1)=[O:5])C.N[C@H](C(N)=O)C[C:42]1[CH:47]=[CH:46][CH:45]=[CH:44][CH:43]=1.C(C(NC(C1C=CC2C(=CC=C(C3N(C4CCCCC4)C4C=CC(C(O)=O)=CC=4N=3)C=2)N=1)=O)C)(=O)N. (2) Given the product [CH2:1]([C:3]1[N:7]([C:8]2[CH:9]=[CH:10][C:11]([CH2:14][CH2:15][NH:16][C:17]([NH:19][S:20]([C:23]3[CH:28]=[CH:27][C:26]([CH3:29])=[CH:25][CH:24]=3)(=[O:22])=[O:21])=[O:18])=[CH:12][CH:13]=2)[C:6]2[CH2:30][CH2:31][CH2:32][CH2:33][C:5]=2[N:4]=1)[CH3:2], predict the reactants needed to synthesize it. The reactants are: [CH2:1]([C:3]1[N:7]([C:8]2[CH:13]=[CH:12][C:11]([CH2:14][CH2:15][NH:16][C:17]([NH:19][S:20]([C:23]3[CH:28]=[CH:27][C:26]([CH3:29])=[CH:25][CH:24]=3)(=[O:22])=[O:21])=[O:18])=[CH:10][CH:9]=2)[C:6]2[CH:30]=[CH:31][CH:32]=[CH:33][C:5]=2[N:4]=1)[CH3:2]. (3) Given the product [Br:1][C:2]1[N:6]([CH2:18][C:19]([O:21][CH2:22][CH3:23])=[O:20])[N:5]=[C:4]([C:7]([F:10])([F:9])[F:8])[CH:3]=1, predict the reactants needed to synthesize it. The reactants are: [Br:1][C:2]1[NH:6][N:5]=[C:4]([C:7]([F:10])([F:9])[F:8])[CH:3]=1.C(=O)([O-])[O-].[K+].[K+].I[CH2:18][C:19]([O:21][CH2:22][CH3:23])=[O:20]. (4) Given the product [NH2:9][C:6]1[CH:7]=[CH:8][C:3]([O:2][CH3:1])=[N:4][C:5]=1[Br:15], predict the reactants needed to synthesize it. The reactants are: [CH3:1][O:2][C:3]1[CH:8]=[CH:7][C:6]([NH2:9])=[CH:5][N:4]=1.C([O-])(=O)C.[Na+].[Br:15]Br.[OH-].[Na+]. (5) Given the product [Cl:1][C:2]1[N:7]=[CH:6][N:5]=[C:4]([O:8][C:9]2[CH:15]=[CH:14][C:12]([NH:13][C:23]([NH:46][C:38]3[CH:39]=[C:40]([C:42]([F:43])([F:44])[F:45])[CH:41]=[C:36]([CH2:35][N:32]4[CH2:31][CH2:30][N:29]([CH2:27][CH3:28])[CH2:34][CH2:33]4)[CH:37]=3)=[O:24])=[CH:11][CH:10]=2)[CH:3]=1, predict the reactants needed to synthesize it. The reactants are: [Cl:1][C:2]1[N:7]=[CH:6][N:5]=[C:4]([O:8][C:9]2[CH:15]=[CH:14][C:12]([NH2:13])=[CH:11][CH:10]=2)[CH:3]=1.CCN(CC)CC.[C:23](Cl)(Cl)=[O:24].[CH2:27]([N:29]1[CH2:34][CH2:33][N:32]([CH2:35][C:36]2[CH:37]=[C:38]([NH2:46])[CH:39]=[C:40]([C:42]([F:45])([F:44])[F:43])[CH:41]=2)[CH2:31][CH2:30]1)[CH3:28].